From a dataset of Forward reaction prediction with 1.9M reactions from USPTO patents (1976-2016). Predict the product of the given reaction. (1) Given the reactants [C:1]([O:5][C:6]([N:8]([C:22]([O:24][C:25]([CH3:28])([CH3:27])[CH3:26])=[O:23])[C:9]1[C:10]([C:18]([O:20][CH3:21])=[O:19])=[N:11][C:12]([C:15]([CH3:17])=[CH2:16])=[CH:13][N:14]=1)=[O:7])([CH3:4])([CH3:3])[CH3:2], predict the reaction product. The product is: [C:25]([O:24][C:22]([N:8]([C:6]([O:5][C:1]([CH3:3])([CH3:2])[CH3:4])=[O:7])[C:9]1[C:10]([C:18]([O:20][CH3:21])=[O:19])=[N:11][C:12]([CH:15]([CH3:17])[CH3:16])=[CH:13][N:14]=1)=[O:23])([CH3:26])([CH3:27])[CH3:28]. (2) Given the reactants [N:1]1([C:7]2[N:8]=[C:9]([CH2:14][C:15]([O-:17])=O)[NH:10][C:11](=[O:13])[CH:12]=2)[CH2:6][CH2:5][O:4][CH2:3][CH2:2]1.[Na+].Cl.[NH2:20][C:21]1[CH:25]=[CH:24][S:23][CH:22]=1, predict the reaction product. The product is: [N:1]1([C:7]2[N:8]=[C:9]([CH2:14][C:15]([NH:20][C:21]3[CH:25]=[CH:24][S:23][CH:22]=3)=[O:17])[NH:10][C:11](=[O:13])[CH:12]=2)[CH2:2][CH2:3][O:4][CH2:5][CH2:6]1. (3) Given the reactants [F:1][C:2]1[C:3]([CH2:8][O:9][C:10]2[C:11]3[N:12]([C:17]([C:21]4[CH:22]=[N:23][NH:24][CH:25]=4)=[C:18]([CH3:20])[N:19]=3)[CH:13]=[C:14]([CH3:16])[CH:15]=2)=[N:4][CH:5]=[CH:6][CH:7]=1.[H-].[Na+].FC(F)(F)S(O[CH2:34][C:35]([CH3:40])([N+:37]([O-:39])=[O:38])[CH3:36])(=O)=O, predict the reaction product. The product is: [F:1][C:2]1[C:3]([CH2:8][O:9][C:10]2[C:11]3[N:12]([C:17]([C:21]4[CH:22]=[N:23][N:24]([CH2:34][C:35]([CH3:40])([N+:37]([O-:39])=[O:38])[CH3:36])[CH:25]=4)=[C:18]([CH3:20])[N:19]=3)[CH:13]=[C:14]([CH3:16])[CH:15]=2)=[N:4][CH:5]=[CH:6][CH:7]=1. (4) Given the reactants [F:1][C:2]1[CH:7]=[C:6]([CH2:8]O)[CH:5]=[C:4]([F:10])[N:3]=1.C(N(CC)CC)C.CS(Cl)(=O)=O.[CH3:23][C:24]1[CH:25]=[C:26]([CH:39]=[C:40]([CH3:42])[CH:41]=1)[O:27][C:28]1[NH:33][C:32](=[O:34])[NH:31][C:30](=[O:35])[C:29]=1[CH:36]([CH3:38])[CH3:37].C(=O)([O-])[O-].[K+].[K+].[I-].[Li+], predict the reaction product. The product is: [F:1][C:2]1[CH:7]=[C:6]([CH2:8][N:33]2[C:28]([O:27][C:26]3[CH:25]=[C:24]([CH3:23])[CH:41]=[C:40]([CH3:42])[CH:39]=3)=[C:29]([CH:36]([CH3:37])[CH3:38])[C:30](=[O:35])[NH:31][C:32]2=[O:34])[CH:5]=[C:4]([F:10])[N:3]=1.